Dataset: Full USPTO retrosynthesis dataset with 1.9M reactions from patents (1976-2016). Task: Predict the reactants needed to synthesize the given product. (1) Given the product [CH3:18][C:10](=[C:9]([C:6]1[CH:7]=[CH:8][C:3]([C:2]([F:1])([F:29])[F:30])=[CH:4][CH:5]=1)[C:19]1[CH:20]=[CH:21][C:22]([C:25]([F:27])([F:28])[F:26])=[CH:23][CH:24]=1)/[CH:11]=[CH:12]/[C:13]([OH:15])=[O:14], predict the reactants needed to synthesize it. The reactants are: [F:1][C:2]([F:30])([F:29])[C:3]1[CH:8]=[CH:7][C:6]([C:9]([C:19]2[CH:24]=[CH:23][C:22]([C:25]([F:28])([F:27])[F:26])=[CH:21][CH:20]=2)=[C:10]([CH3:18])/[CH:11]=[CH:12]/[C:13]([O:15]CC)=[O:14])=[CH:5][CH:4]=1.[OH-].[Na+]. (2) Given the product [CH3:27][O:28][C:29]1[CH:34]=[CH:33][C:32]([NH:35][C:36]([NH:38][C:2]([NH:1][CH2:4][C:5]2[CH:10]=[CH:9][CH:8]=[C:7]([C:11]3[N:15]=[CH:14][N:13]([C:16]4[CH:21]=[CH:20][C:19]([O:22][C:23]([F:25])([F:24])[F:26])=[CH:18][CH:17]=4)[N:12]=3)[CH:6]=2)=[O:3])=[S:37])=[C:31]([CH3:39])[CH:30]=1, predict the reactants needed to synthesize it. The reactants are: [N:1]([CH2:4][C:5]1[CH:6]=[C:7]([C:11]2[N:15]=[CH:14][N:13]([C:16]3[CH:21]=[CH:20][C:19]([O:22][C:23]([F:26])([F:25])[F:24])=[CH:18][CH:17]=3)[N:12]=2)[CH:8]=[CH:9][CH:10]=1)=[C:2]=[O:3].[CH3:27][O:28][C:29]1[CH:34]=[CH:33][C:32]([NH:35][C:36]([NH2:38])=[S:37])=[C:31]([CH3:39])[CH:30]=1. (3) Given the product [Br:1][C:2]1[CH:9]=[CH:8][CH:7]=[CH:6][C:3]=1[CH2:4][O:5][Si:19]([C:15]([CH3:18])([CH3:17])[CH3:16])([CH3:22])[CH3:21], predict the reactants needed to synthesize it. The reactants are: [Br:1][C:2]1[CH:9]=[CH:8][CH:7]=[CH:6][C:3]=1[CH2:4][OH:5].N1C=CN=C1.[C:15]([Si:19]([CH3:22])([CH3:21])Cl)([CH3:18])([CH3:17])[CH3:16].C(=O)([O-])O.[Na+].